From a dataset of Full USPTO retrosynthesis dataset with 1.9M reactions from patents (1976-2016). Predict the reactants needed to synthesize the given product. (1) Given the product [CH:13]([Si:9]([CH:6]([CH3:7])[CH3:8])([CH:10]([CH3:12])[CH3:11])[C:16]1[CH2:17][CH:5]=[C:3]([CH3:4])[CH2:2][CH:1]=1)([CH3:14])[CH3:15], predict the reactants needed to synthesize it. The reactants are: [CH2:1]=[CH:2][C:3](=[CH2:5])[CH3:4].[CH:6]([Si:9]([C:16]#[CH:17])([CH:13]([CH3:15])[CH3:14])[CH:10]([CH3:12])[CH3:11])([CH3:8])[CH3:7]. (2) Given the product [CH3:17][S:18][C:19]1[CH:20]=[C:21]2[C:25](=[CH:26][C:27]=1[C:28]([F:29])([F:31])[F:30])[N:1]([C:2](=[O:3])[NH:4][C:15]1[CH:16]=[CH:6][CH:7]=[C:8]([C:9]([O:11][CH2:12][CH3:13])=[O:10])[CH:14]=1)[CH2:23][CH2:22]2, predict the reactants needed to synthesize it. The reactants are: [NH2:1][C:2]([NH2:4])=[O:3].N[C:6]1[CH:7]=[C:8]([CH:14]=[CH:15][CH:16]=1)[C:9]([O:11][CH2:12][CH3:13])=[O:10].[CH3:17][S:18][C:19]1[CH:20]=[C:21]2[C:25](=[CH:26][C:27]=1[C:28]([F:31])([F:30])[F:29])N[CH2:23][CH2:22]2.C(C1NC=CN=1)(C1NC=CN=1)=O. (3) Given the product [CH3:41][C:42]1[C:43]([N:49]2[CH2:50][CH2:51][N:52]([C:55]([C:57]3[CH:58]=[CH:59][C:60]([N:63]4[C:67]([CH3:68])([CH3:69])[CH2:66][NH:65][C:64]4=[O:79])=[CH:61][CH:62]=3)=[O:56])[CH2:53][CH2:54]2)=[N:44][CH:45]=[C:46]([CH3:48])[CH:47]=1, predict the reactants needed to synthesize it. The reactants are: BrC1C=CC(C(N2CCN(C3C(C)=CC(C)=CN=3)CC2)=O)=CC=1.COC1C=CC(CN2CC(C)(C)NC2=O)=CC=1.[CH3:41][C:42]1[C:43]([N:49]2[CH2:54][CH2:53][N:52]([C:55]([C:57]3[CH:62]=[CH:61][C:60]([N:63]4[C:67]([CH3:69])([CH3:68])[CH2:66][N:65](CC5C=CC(OC)=CC=5)[C:64]4=[O:79])=[CH:59][CH:58]=3)=[O:56])[CH2:51][CH2:50]2)=[N:44][CH:45]=[C:46]([CH3:48])[CH:47]=1. (4) Given the product [CH2:1]([N:8]([CH3:22])[C@@H:9]([CH2:14][CH2:15][CH2:16][CH2:17][CH2:18][C:19](=[O:21])[CH3:20])[C:10]([O-:12])=[O:11])[C:2]1[CH:7]=[CH:6][CH:5]=[CH:4][CH:3]=1.[Li+:23], predict the reactants needed to synthesize it. The reactants are: [CH2:1]([N:8]([CH3:22])[C@@H:9]([CH2:14][CH2:15][CH2:16][CH2:17][CH2:18][C:19](=[O:21])[CH3:20])[C:10]([O:12]C)=[O:11])[C:2]1[CH:7]=[CH:6][CH:5]=[CH:4][CH:3]=1.[Li+:23].[OH-]. (5) Given the product [CH3:34][C:33]1[CH:32]=[C:31]([CH3:35])[CH:30]=[C:29]([CH3:36])[C:28]=1[S:25]([NH:24][CH:19]([CH2:18][C:11]1[C:10]2[C:14](=[CH:15][CH:16]=[CH:17][C:9]=2[OH:8])[NH:13][CH:12]=1)[C:20]([F:23])([F:21])[F:22])(=[O:27])=[O:26], predict the reactants needed to synthesize it. The reactants are: C([O:8][C:9]1[CH:17]=[CH:16][CH:15]=[C:14]2[C:10]=1[C:11]([CH2:18][CH:19]([NH:24][S:25]([C:28]1[C:33]([CH3:34])=[CH:32][C:31]([CH3:35])=[CH:30][C:29]=1[CH3:36])(=[O:27])=[O:26])[C:20]([F:23])([F:22])[F:21])=[CH:12][NH:13]2)C1C=CC=CC=1.C([O-])=O.[NH4+].